Dataset: Peptide-MHC class I binding affinity with 185,985 pairs from IEDB/IMGT. Task: Regression. Given a peptide amino acid sequence and an MHC pseudo amino acid sequence, predict their binding affinity value. This is MHC class I binding data. (1) The peptide sequence is EMIWDPNGW. The MHC is HLA-A02:03 with pseudo-sequence HLA-A02:03. The binding affinity (normalized) is 0.0847. (2) The peptide sequence is NYTKFWYVNH. The MHC is HLA-A31:01 with pseudo-sequence HLA-A31:01. The binding affinity (normalized) is 0.362. (3) The peptide sequence is NYSRYWYLNH. The MHC is HLA-A03:01 with pseudo-sequence HLA-A03:01. The binding affinity (normalized) is 0.104. (4) The peptide sequence is WSADGSSMY. The MHC is HLA-B46:01 with pseudo-sequence HLA-B46:01. The binding affinity (normalized) is 0.0847. (5) The peptide sequence is RSTHVRKIQL. The MHC is Mamu-A01 with pseudo-sequence Mamu-A01. The binding affinity (normalized) is 0.173. (6) The peptide sequence is PYWQVTGNW. The MHC is HLA-A23:01 with pseudo-sequence HLA-A23:01. The binding affinity (normalized) is 1.00. (7) The peptide sequence is FAEESYTYY. The MHC is HLA-A33:01 with pseudo-sequence HLA-A33:01. The binding affinity (normalized) is 0.